Predict the reactants needed to synthesize the given product. From a dataset of Full USPTO retrosynthesis dataset with 1.9M reactions from patents (1976-2016). Given the product [CH2:1]([O:3][C:4](=[O:38])[CH:5]([C:22]1[N:23]([CH3:37])[C:24]2[C:29]([C:30]=1[S:31][C:32]([CH3:35])([CH3:33])[CH3:34])=[CH:28][C:27]([OH:36])=[CH:26][CH:25]=2)[CH2:6][C:7]1[CH:12]=[CH:11][C:10]([C:40]2[CH:45]=[CH:44][C:43]([C:46]([F:49])([F:48])[F:47])=[CH:42][N:41]=2)=[CH:9][CH:8]=1)[CH3:2], predict the reactants needed to synthesize it. The reactants are: [CH2:1]([O:3][C:4](=[O:38])[CH:5]([C:22]1[N:23]([CH3:37])[C:24]2[C:29]([C:30]=1[S:31][C:32]([CH3:35])([CH3:34])[CH3:33])=[CH:28][C:27]([OH:36])=[CH:26][CH:25]=2)[CH2:6][C:7]1[CH:12]=[CH:11][C:10](B2OC(C)(C)C(C)(C)O2)=[CH:9][CH:8]=1)[CH3:2].Br[C:40]1[CH:45]=[CH:44][C:43]([C:46]([F:49])([F:48])[F:47])=[CH:42][N:41]=1.